From a dataset of Caco-2 cell permeability data measuring drug intestinal absorption for ~900 compounds. Regression/Classification. Given a drug SMILES string, predict its absorption, distribution, metabolism, or excretion properties. Task type varies by dataset: regression for continuous measurements (e.g., permeability, clearance, half-life) or binary classification for categorical outcomes (e.g., BBB penetration, CYP inhibition). For this dataset (caco2_wang), we predict Y. The compound is CN(C)C(=O)Oc1ccc(C[C@H](NC(=O)[C@H]2N(S(=O)(=O)c3cnn(C)c3)CSC2(C)C)C(=O)OCOC(=O)C(C)(C)C)cc1. The Y is -5.60 log Papp (cm/s).